Dataset: Full USPTO retrosynthesis dataset with 1.9M reactions from patents (1976-2016). Task: Predict the reactants needed to synthesize the given product. (1) Given the product [Cl:33][C:19]1[C:18]2[C:23](=[CH:24][CH:25]=[C:16]([C:8]([C:5]3[CH:4]=[CH:3][C:2]([Cl:1])=[CH:7][CH:6]=3)([C:10]3[N:14]([CH3:15])[CH:13]=[N:12][CH:11]=3)[OH:9])[CH:17]=2)[N:22]=[C:21]([O:38][CH2:37][CH2:36][O:35][CH3:34])[C:20]=1[C:27]1[CH:28]=[CH:29][CH:30]=[CH:31][CH:32]=1, predict the reactants needed to synthesize it. The reactants are: [Cl:1][C:2]1[CH:7]=[CH:6][C:5]([C:8]([C:16]2[CH:17]=[C:18]3[C:23](=[CH:24][CH:25]=2)[N:22]=[C:21](Cl)[C:20]([C:27]2[CH:32]=[CH:31][CH:30]=[CH:29][CH:28]=2)=[C:19]3[Cl:33])([C:10]2[N:14]([CH3:15])[CH:13]=[N:12][CH:11]=2)[OH:9])=[CH:4][CH:3]=1.[CH3:34][O:35][CH2:36][CH2:37][OH:38].C1(C)C=CC=CC=1.[H-].[Na+]. (2) Given the product [CH2:20]([NH:19][C:17]1[CH:16]=[CH:15][C:13]2[N:14]=[C:9]([NH:8][CH:1]3[CH2:2][CH2:3][CH2:4][CH2:5][CH2:6][CH2:7]3)[O:10][CH2:11][C:12]=2[CH:18]=1)[C:21]1[CH:26]=[CH:25][CH:24]=[CH:23][CH:22]=1, predict the reactants needed to synthesize it. The reactants are: [CH:1]1([NH:8][C:9]2[O:10][CH2:11][C:12]3[CH:18]=[C:17]([NH2:19])[CH:16]=[CH:15][C:13]=3[N:14]=2)[CH2:7][CH2:6][CH2:5][CH2:4][CH2:3][CH2:2]1.[CH:20](=O)[C:21]1[CH:26]=[CH:25][CH:24]=[CH:23][CH:22]=1. (3) Given the product [F:1][C:2]1[C:7]([N+:8]([O-:10])=[O:9])=[CH:6][CH:5]=[C:4]([F:11])[C:3]=1[C:12]1[N:17]=[C:16]([C:18]([O:20][CH3:27])=[O:19])[CH:15]=[CH:14][C:13]=1[F:21], predict the reactants needed to synthesize it. The reactants are: [F:1][C:2]1[C:7]([N+:8]([O-:10])=[O:9])=[CH:6][CH:5]=[C:4]([F:11])[C:3]=1[C:12]1[N:17]=[C:16]([C:18]([OH:20])=[O:19])[CH:15]=[CH:14][C:13]=1[F:21].S(=O)(=O)(O)O.[CH3:27]O.